From a dataset of Catalyst prediction with 721,799 reactions and 888 catalyst types from USPTO. Predict which catalyst facilitates the given reaction. (1) Reactant: [Br:1][C:2]1[CH:3]=[CH:4][C:5]([F:11])=[C:6]([CH:10]=1)[C:7]([OH:9])=O.[NH2:12][C:13]1[C:14]([CH3:24])=[C:15]([CH:20]=[CH:21][C:22]=1[CH3:23])[C:16]([O:18][CH3:19])=[O:17].C(N(CC)C(C)C)(C)C.CCCP1(OP(CCC)(=O)OP(CCC)(=O)O1)=O. Product: [Br:1][C:2]1[CH:3]=[CH:4][C:5]([F:11])=[C:6]([CH:10]=1)[C:7]([NH:12][C:13]1[C:14]([CH3:24])=[C:15]([CH:20]=[CH:21][C:22]=1[CH3:23])[C:16]([O:18][CH3:19])=[O:17])=[O:9]. The catalyst class is: 2. (2) Reactant: [NH2:1][C:2]1[C:7]([F:8])=[CH:6][CH:5]=[C:4]([N:9]([CH2:12][CH3:13])[CH2:10][CH3:11])[C:3]=1[NH:14][C:15]([NH:17][C:18]1[CH:23]=[CH:22][C:21]([Cl:24])=[CH:20][C:19]=1[Cl:25])=S.Cl.C(N=C=NCCCN(C)C)C.C(N(CC)CC)C. Product: [Cl:25][C:19]1[CH:20]=[C:21]([Cl:24])[CH:22]=[CH:23][C:18]=1[NH:17][C:15]1[NH:14][C:3]2[C:4]([N:9]([CH2:12][CH3:13])[CH2:10][CH3:11])=[CH:5][CH:6]=[C:7]([F:8])[C:2]=2[N:1]=1. The catalyst class is: 54. (3) Reactant: [CH3:1][O:2][C:3](=[O:31])[CH2:4][CH2:5][C:6]1[CH:11]=[CH:10][C:9]([O:12][CH:13]([C:15]2[O:19][C:18]([C:20]3[CH:25]=[CH:24][C:23](Br)=[CH:22][CH:21]=3)=[N:17][C:16]=2[CH:27]([CH3:29])[CH3:28])[CH3:14])=[CH:8][C:7]=1[CH3:30].[B:32]1([B:32]2[O:36][C:35]([CH3:38])([CH3:37])[C:34]([CH3:40])([CH3:39])[O:33]2)[O:36][C:35]([CH3:38])([CH3:37])[C:34]([CH3:40])([CH3:39])[O:33]1.CC([O-])=O.[K+]. Product: [CH3:1][O:2][C:3](=[O:31])[CH2:4][CH2:5][C:6]1[CH:11]=[CH:10][C:9]([O:12][CH:13]([C:15]2[O:19][C:18]([C:20]3[CH:25]=[CH:24][C:23]([B:32]4[O:36][C:35]([CH3:38])([CH3:37])[C:34]([CH3:40])([CH3:39])[O:33]4)=[CH:22][CH:21]=3)=[N:17][C:16]=2[CH:27]([CH3:29])[CH3:28])[CH3:14])=[CH:8][C:7]=1[CH3:30]. The catalyst class is: 16. (4) Reactant: C1C=CN=CC=1.[FH:7].[F:8][C:9]1[CH:14]=[CH:13][C:12]([C:15]2[N:19]([CH2:20][C:21]3([CH3:24])[CH2:23][O:22]3)[N:18]=[C:17]([CH3:25])[CH:16]=2)=[CH:11][CH:10]=1.C([O-])(O)=O.[Na+]. Product: [F:7][C:21]([CH3:24])([CH2:20][N:19]1[C:15]([C:12]2[CH:13]=[CH:14][C:9]([F:8])=[CH:10][CH:11]=2)=[CH:16][C:17]([CH3:25])=[N:18]1)[CH2:23][OH:22]. The catalyst class is: 11. (5) Reactant: [N:1]1[CH:6]=[CH:5][CH:4]=[CH:3][C:2]=1[S:7][S:8][CH2:9][CH2:10][OH:11].C(N(CC)CC)C.[Br:19][C:20]([CH3:25])([CH3:24])[C:21](Br)=[O:22]. The catalyst class is: 4. Product: [Br:19][C:20]([CH3:25])([CH3:24])[C:21]([O:11][CH2:10][CH2:9][S:8][S:7][C:2]1[CH:3]=[CH:4][CH:5]=[CH:6][N:1]=1)=[O:22].